Dataset: NCI-60 drug combinations with 297,098 pairs across 59 cell lines. Task: Regression. Given two drug SMILES strings and cell line genomic features, predict the synergy score measuring deviation from expected non-interaction effect. (1) Drug 1: CC(C)NC(=O)C1=CC=C(C=C1)CNNC.Cl. Drug 2: CC(C)CN1C=NC2=C1C3=CC=CC=C3N=C2N. Cell line: MDA-MB-231. Synergy scores: CSS=5.66, Synergy_ZIP=-3.63, Synergy_Bliss=-2.74, Synergy_Loewe=-0.0114, Synergy_HSA=-2.89. (2) Drug 2: CC1CC(C(C(C=C(C(C(C=CC=C(C(=O)NC2=CC(=O)C(=C(C1)C2=O)OC)C)OC)OC(=O)N)C)C)O)OC. Drug 1: CN1C(=O)N2C=NC(=C2N=N1)C(=O)N. Synergy scores: CSS=52.7, Synergy_ZIP=0.843, Synergy_Bliss=-2.94, Synergy_Loewe=-22.8, Synergy_HSA=-3.96. Cell line: HT29. (3) Drug 1: CC1C(C(CC(O1)OC2CC(OC(C2O)C)OC3=CC4=CC5=C(C(=O)C(C(C5)C(C(=O)C(C(C)O)O)OC)OC6CC(C(C(O6)C)O)OC7CC(C(C(O7)C)O)OC8CC(C(C(O8)C)O)(C)O)C(=C4C(=C3C)O)O)O)O. Drug 2: CC(C)NC(=O)C1=CC=C(C=C1)CNNC.Cl. Cell line: SK-OV-3. Synergy scores: CSS=8.12, Synergy_ZIP=9.46, Synergy_Bliss=1.58, Synergy_Loewe=-22.9, Synergy_HSA=0.250. (4) Drug 1: C1=CC(=CC=C1C#N)C(C2=CC=C(C=C2)C#N)N3C=NC=N3. Drug 2: C1=CC=C(C=C1)NC(=O)CCCCCCC(=O)NO. Cell line: UACC-257. Synergy scores: CSS=9.78, Synergy_ZIP=-6.64, Synergy_Bliss=-1.58, Synergy_Loewe=-14.0, Synergy_HSA=-3.79. (5) Drug 1: CC12CCC3C(C1CCC2O)C(CC4=C3C=CC(=C4)O)CCCCCCCCCS(=O)CCCC(C(F)(F)F)(F)F. Drug 2: C1=NC(=NC(=O)N1C2C(C(C(O2)CO)O)O)N. Cell line: SF-539. Synergy scores: CSS=5.63, Synergy_ZIP=-6.70, Synergy_Bliss=-11.1, Synergy_Loewe=-17.1, Synergy_HSA=-11.1. (6) Drug 1: CN1CCC(CC1)COC2=C(C=C3C(=C2)N=CN=C3NC4=C(C=C(C=C4)Br)F)OC. Drug 2: CC1C(C(CC(O1)OC2CC(CC3=C2C(=C4C(=C3O)C(=O)C5=C(C4=O)C(=CC=C5)OC)O)(C(=O)C)O)N)O.Cl. Cell line: EKVX. Synergy scores: CSS=51.2, Synergy_ZIP=9.97, Synergy_Bliss=14.1, Synergy_Loewe=15.5, Synergy_HSA=15.8. (7) Drug 1: C1C(C(OC1N2C=NC3=C2NC=NCC3O)CO)O. Drug 2: CCC1(C2=C(COC1=O)C(=O)N3CC4=CC5=C(C=CC(=C5CN(C)C)O)N=C4C3=C2)O.Cl. Cell line: SNB-75. Synergy scores: CSS=36.3, Synergy_ZIP=-11.4, Synergy_Bliss=-4.40, Synergy_Loewe=-43.8, Synergy_HSA=-2.94.